This data is from Catalyst prediction with 721,799 reactions and 888 catalyst types from USPTO. The task is: Predict which catalyst facilitates the given reaction. (1) Reactant: Br[CH2:2][C:3]1[CH:8]=[CH:7][C:6]([C:9]2[CH:14]=[C:13]([O:15][CH3:16])[CH:12]=[CH:11][C:10]=2[F:17])=[C:5]([C@@H:18]([O:24][CH3:25])[C:19]([CH3:23])([CH3:22])[CH2:20][CH3:21])[CH:4]=1.BrCC1C=CC(C2C=[C:38]([O:40]C)C=CC=2F)=C([C@H](OC)C(C)(C)CC)C=1.C1(P(C2C=CC=CC=2)C2C=CC=CC=2)C=CC=CC=1.BrN1C(=[O:76])CCC1=O. Product: [CH3:22][C:19]([CH3:23])([CH2:20][CH3:21])[CH:18]([C:5]1[CH:4]=[C:3]([C:2]([O:40][CH3:38])=[O:76])[CH:8]=[CH:7][C:6]=1[C:9]1[CH:14]=[C:13]([O:15][CH3:16])[CH:12]=[CH:11][C:10]=1[F:17])[O:24][CH3:25]. The catalyst class is: 1. (2) Reactant: [Br:1][C:2]1[CH:3]=[C:4]([O:13][CH3:14])[C:5]([Cl:12])=[C:6]([CH:11]=1)[C:7]([O:9]C)=[O:8].[OH-].[Na+].Cl. Product: [Br:1][C:2]1[CH:3]=[C:4]([O:13][CH3:14])[C:5]([Cl:12])=[C:6]([CH:11]=1)[C:7]([OH:9])=[O:8]. The catalyst class is: 278. (3) Reactant: FC(F)(F)[C:3]1[N:4]=[C:5]2[CH2:10][NH:9][CH2:8][CH2:7][N:6]2[CH:11]=1.[CH3:14][C:15]([CH3:35])([O:17][C:18]([NH:20][C@H:21]([CH2:26][C:27]1[CH:32]=[C:31]([F:33])[CH:30]=[CH:29][C:28]=1[F:34])[CH2:22][C:23](O)=[O:24])=[O:19])[CH3:16].CCN(C(C)C)C(C)C.C1C=CC2N(O)N=NC=2C=1.CN(C(ON1N=NC2C=CC=NC1=2)=[N+](C)C)C.F[P-](F)(F)(F)(F)F. Product: [CH3:16][C:15]([CH3:35])([O:17][C:18]([NH:20][C@H:21]([CH2:26][C:27]1[CH:32]=[C:31]([F:33])[CH:30]=[CH:29][C:28]=1[F:34])[CH2:22][C:23]([N:9]1[CH2:8][CH2:7][N:6]2[CH:11]=[CH:3][N:4]=[C:5]2[CH2:10]1)=[O:24])=[O:19])[CH3:14]. The catalyst class is: 3. (4) Reactant: C([S-])C.[Na+].[CH2:5]([O:12][C@@H:13]1[C@@H:18]([O:19][CH2:20][C:21]2[CH:26]=[CH:25][CH:24]=[CH:23][CH:22]=2)[C@H:17]([O:27][CH2:28][C:29]2[CH:34]=[CH:33][CH:32]=[CH:31][CH:30]=2)[C@@H:16]([CH2:35][O:36][CH2:37][C:38]2[CH:43]=[CH:42][CH:41]=[CH:40][CH:39]=2)[O:15][C@:14]1([C:48]1[CH:53]=[C:52]([CH2:54][C:55]2[CH:60]=[CH:59][C:58]([CH2:61][CH3:62])=[CH:57][CH:56]=2)[C:51]([Cl:63])=[CH:50][C:49]=1[O:64]C)[CH2:44][C:45]([CH3:47])=[CH2:46])[C:6]1[CH:11]=[CH:10][CH:9]=[CH:8][CH:7]=1. Product: [Cl:63][C:51]1[C:52]([CH2:54][C:55]2[CH:60]=[CH:59][C:58]([CH2:61][CH3:62])=[CH:57][CH:56]=2)=[CH:53][C:48]([C@@:14]2([CH2:44][C:45]([CH3:47])=[CH2:46])[C@H:13]([O:12][CH2:5][C:6]3[CH:7]=[CH:8][CH:9]=[CH:10][CH:11]=3)[C@@H:18]([O:19][CH2:20][C:21]3[CH:26]=[CH:25][CH:24]=[CH:23][CH:22]=3)[C@H:17]([O:27][CH2:28][C:29]3[CH:34]=[CH:33][CH:32]=[CH:31][CH:30]=3)[C@@H:16]([CH2:35][O:36][CH2:37][C:38]3[CH:39]=[CH:40][CH:41]=[CH:42][CH:43]=3)[O:15]2)=[C:49]([OH:64])[CH:50]=1. The catalyst class is: 3.